This data is from NCI-60 drug combinations with 297,098 pairs across 59 cell lines. The task is: Regression. Given two drug SMILES strings and cell line genomic features, predict the synergy score measuring deviation from expected non-interaction effect. Drug 1: C1=CC=C(C=C1)NC(=O)CCCCCCC(=O)NO. Drug 2: CN(CCCl)CCCl.Cl. Cell line: HT29. Synergy scores: CSS=26.3, Synergy_ZIP=-8.16, Synergy_Bliss=4.43, Synergy_Loewe=-0.293, Synergy_HSA=5.54.